Dataset: Forward reaction prediction with 1.9M reactions from USPTO patents (1976-2016). Task: Predict the product of the given reaction. (1) Given the reactants [CH:1]1[C:14]2[C:5](=[N:6][CH:7]=[C:8]3[C:13]=2[CH:12]=[CH:11][CH:10]=[CH:9]3)[CH:4]=[CH:3][CH:2]=1.[C:15](Cl)(=[O:17])[CH3:16].[CH:19]1([Mg]Br)[CH2:21][CH2:20]1, predict the reaction product. The product is: [CH:19]1([CH:7]2[C:8]3[C:13](=[CH:12][CH:11]=[CH:10][CH:9]=3)[C:14]3[CH:1]=[CH:2][CH:3]=[CH:4][C:5]=3[N:6]2[C:15](=[O:17])[CH3:16])[CH2:21][CH2:20]1. (2) Given the reactants [Li]CCCC.Br[C:7]1[S:8][C:9]([Cl:13])=[CH:10][C:11]=1[Br:12].[Br:14][C:15]1[CH:16]=[N:17][C:18]([Cl:21])=[N:19][CH:20]=1.ClC1C(=O)C(C#N)=C(C#N)C(=O)C=1Cl.O=C1O[C@H]([C@H](CO)O)C([O-])=C1O.[Na+], predict the reaction product. The product is: [Br:14][C:15]1[C:16]([C:7]2[S:8][C:9]([Cl:13])=[CH:10][C:11]=2[Br:12])=[N:17][C:18]([Cl:21])=[N:19][CH:20]=1. (3) Given the reactants C([O:3][C:4](=[O:16])[C:5]1[CH:10]=[CH:9][CH:8]=[C:7]([CH3:11])[C:6]=1[CH:12]=[C:13]([CH3:15])[CH3:14])C.[OH-].[Na+], predict the reaction product. The product is: [CH3:11][C:7]1[C:6]([CH:12]=[C:13]([CH3:15])[CH3:14])=[C:5]([CH:10]=[CH:9][CH:8]=1)[C:4]([OH:16])=[O:3]. (4) Given the reactants C(OC(=O)[NH:10][CH2:11][C:12]1[S:13][CH:14]=[C:15]([C:17]2[CH:18]=[C:19]3[C:23](=[CH:24][CH:25]=2)[N:22]([CH3:26])[C:21]2[N:27]([CH3:39])[C:28](=[O:38])[C:29]([C:31]4[CH:36]=[CH:35][C:34]([Br:37])=[CH:33][CH:32]=4)=[CH:30][C:20]3=2)[N:16]=1)C1C=CC=CC=1.C1(SC)C=CC=CC=1.O, predict the reaction product. The product is: [NH2:10][CH2:11][C:12]1[S:13][CH:14]=[C:15]([C:17]2[CH:18]=[C:19]3[C:23](=[CH:24][CH:25]=2)[N:22]([CH3:26])[C:21]2[N:27]([CH3:39])[C:28](=[O:38])[C:29]([C:31]4[CH:36]=[CH:35][C:34]([Br:37])=[CH:33][CH:32]=4)=[CH:30][C:20]3=2)[N:16]=1. (5) Given the reactants CS([C:4]1[N:5]=[CH:6][C:7]2[CH:13]=[CH:12][C:11](=[O:14])[N:10]([C:15]3[CH:20]=[CH:19][CH:18]=[CH:17][CH:16]=3)[C:8]=2[N:9]=1)=O.[NH2:21][C:22]1[CH:27]=[CH:26][CH:25]=[CH:24][CH:23]=1.CCCCCC, predict the reaction product. The product is: [C:22]1([NH:21][C:4]2[N:5]=[CH:6][C:7]3[CH:13]=[CH:12][C:11](=[O:14])[N:10]([C:15]4[CH:20]=[CH:19][CH:18]=[CH:17][CH:16]=4)[C:8]=3[N:9]=2)[CH:27]=[CH:26][CH:25]=[CH:24][CH:23]=1. (6) Given the reactants [Cl:1][C:2]1[CH:7]=[C:6]([I:8])[CH:5]=[CH:4][C:3]=1[NH:9][C:10]1[CH:18]=[N:17][CH:16]=[CH:15][C:11]=1[C:12]([OH:14])=O.[CH3:19][NH2:20], predict the reaction product. The product is: [Cl:1][C:2]1[CH:7]=[C:6]([I:8])[CH:5]=[CH:4][C:3]=1[NH:9][C:10]1[CH:18]=[N:17][CH:16]=[CH:15][C:11]=1[C:12]([NH:20][CH3:19])=[O:14].